Dataset: Reaction yield outcomes from USPTO patents with 853,638 reactions. Task: Predict the reaction yield, written as a fraction of the theoretical maximum amount of product (1.0 means a 100% yield; for example, 0.34 means a 34% yield). (1) The reactants are CO[CH:3]=[C:4]([C:7]1[CH:12]=[CH:11][CH:10]=[CH:9][CH:8]=1)[C:5]#[N:6].C[O-].[Na+].[C:16]([O:20][CH3:21])(=[O:19])[CH2:17][SH:18]. No catalyst specified. The product is [NH2:6][C:5]1[C:4]([C:7]2[CH:8]=[CH:9][CH:10]=[CH:11][CH:12]=2)=[CH:3][S:18][C:17]=1[C:16]([O:20][CH3:21])=[O:19]. The yield is 0.260. (2) The reactants are [CH:1]1([C:6]2[CH:7]=[C:8]([CH:12]=[CH:13][C:14]=2[O:15][CH3:16])[C:9]([OH:11])=O)[CH2:5][CH2:4][CH2:3][CH2:2]1.C(Cl)(=O)C(Cl)=O.[Br:23][C:24]1[CH:37]=[CH:36][C:27]([CH2:28][C:29]2[S:30][C:31]([CH3:35])=[C:32]([CH3:34])[CH:33]=2)=[CH:26][CH:25]=1. The catalyst is CN(C)C=O. The product is [Br:23][C:24]1[CH:37]=[CH:36][C:27]([CH2:28][C:29]2[S:30][C:31]([CH3:35])=[C:32]([CH3:34])[C:33]=2[C:9]([C:8]2[CH:12]=[CH:13][C:14]([O:15][CH3:16])=[C:6]([CH:1]3[CH2:2][CH2:3][CH2:4][CH2:5]3)[CH:7]=2)=[O:11])=[CH:26][CH:25]=1. The yield is 0.530. (3) The reactants are [H-].[Na+].[CH3:3][N:4]([CH3:7])[CH:5]=[O:6].[CH3:8][O:9][C:10]1[CH:18]=[C:17]2[C:13]([CH2:14][C:15](=O)N2)=C[CH:11]=1.[CH3:20]I. The catalyst is O. The product is [CH3:8][O:9][C:10]1[CH:11]=[C:3]2[C:13]([C:14]([CH3:15])([CH3:20])[C:5](=[O:6])[N:4]2[CH3:7])=[CH:17][CH:18]=1. The yield is 0.450. (4) The reactants are [CH:1]([C:3]1[CH:13]=[CH:12][C:6]([O:7][CH2:8][C:9]([OH:11])=[O:10])=[CH:5][CH:4]=1)=O.[C:14]1([CH:21]=[CH:20][CH:19]=[C:17]([OH:18])[CH:16]=1)[OH:15].C(N1[C:33]2[C:28](=[CH:29][CH:30]=[C:31]([OH:34])[CH:32]=2)C(C)=CC1(C)C)C. The catalyst is CO. The product is [OH:15][C:14]1[CH:21]=[CH:20][C:19]2[C:1]([C:3]3[CH:13]=[CH:12][C:6]([O:7][CH2:8][C:9]([OH:11])=[O:10])=[CH:5][CH:4]=3)=[C:28]3[C:33]([O:18][C:17]=2[CH:16]=1)=[CH:32][C:31](=[O:34])[CH:30]=[CH:29]3. The yield is 0.340. (5) The reactants are C(=O)(O)[O-].[Na+].[C:14](O[C:14]([O:16][C:17]([CH3:20])([CH3:19])[CH3:18])=[O:15])([O:16][C:17]([CH3:20])([CH3:19])[CH3:18])=[O:15].Br.[Br:22][CH2:23][CH2:24][NH2:25]. The catalyst is O.ClCCl. The product is [Br:22][CH2:23][CH2:24][NH:25][C:14](=[O:15])[O:16][C:17]([CH3:18])([CH3:19])[CH3:20]. The yield is 0.720. (6) The reactants are Br[C:2]1[N:7]=[CH:6][C:5]2[C:8]([N:14]3[CH2:18][CH2:17][N:16]([CH3:19])[C:15]3=[O:20])=[N:9][N:10]([CH:11]([CH3:13])[CH3:12])[C:4]=2[CH:3]=1.[CH:21]1([S:24]([N:27]2[CH:31]=[C:30]([C:32]3[N:37]=[C:36]([NH2:38])[CH:35]=[CH:34][N:33]=3)[CH:29]=[N:28]2)(=[O:26])=[O:25])[CH2:23][CH2:22]1.C1(P(C2C=CC=CC=2)C2C3OC4C(=CC=CC=4P(C4C=CC=CC=4)C4C=CC=CC=4)C(C)(C)C=3C=CC=2)C=CC=CC=1.C(=O)([O-])[O-].[Cs+].[Cs+]. The catalyst is O1CCOCC1.C1C=CC(/C=C/C(/C=C/C2C=CC=CC=2)=O)=CC=1.C1C=CC(/C=C/C(/C=C/C2C=CC=CC=2)=O)=CC=1.C1C=CC(/C=C/C(/C=C/C2C=CC=CC=2)=O)=CC=1.[Pd].[Pd]. The product is [CH:21]1([S:24]([N:27]2[CH:31]=[C:30]([C:32]3[N:37]=[C:36]([NH:38][C:2]4[N:7]=[CH:6][C:5]5[C:8]([N:14]6[CH2:18][CH2:17][N:16]([CH3:19])[C:15]6=[O:20])=[N:9][N:10]([CH:11]([CH3:13])[CH3:12])[C:4]=5[CH:3]=4)[CH:35]=[CH:34][N:33]=3)[CH:29]=[N:28]2)(=[O:25])=[O:26])[CH2:23][CH2:22]1. The yield is 0.0800. (7) The reactants are [C:1](/[C:3](=[CH:11]\[CH:12]1[CH2:14][CH2:13]1)/[C:4]([O:6]C(C)(C)C)=[O:5])#[N:2].C(O)(C(F)(F)F)=O. The catalyst is C(Cl)Cl. The product is [C:1](/[C:3](=[CH:11]\[CH:12]1[CH2:14][CH2:13]1)/[C:4]([OH:6])=[O:5])#[N:2]. The yield is 0.680.